Regression. Given a peptide amino acid sequence and an MHC pseudo amino acid sequence, predict their binding affinity value. This is MHC class I binding data. From a dataset of Peptide-MHC class I binding affinity with 185,985 pairs from IEDB/IMGT. (1) The peptide sequence is RYMSKTYNF. The MHC is HLA-B46:01 with pseudo-sequence HLA-B46:01. The binding affinity (normalized) is 0.0847. (2) The peptide sequence is YFNTHDVYF. The MHC is HLA-A02:11 with pseudo-sequence HLA-A02:11. The binding affinity (normalized) is 0.0847. (3) The peptide sequence is KNYIFEEKL. The MHC is H-2-Kb with pseudo-sequence H-2-Kb. The binding affinity (normalized) is 0.754. (4) The peptide sequence is FQENVFHTM. The MHC is HLA-A02:06 with pseudo-sequence HLA-A02:06. The binding affinity (normalized) is 0.744.